Dataset: NCI-60 drug combinations with 297,098 pairs across 59 cell lines. Task: Regression. Given two drug SMILES strings and cell line genomic features, predict the synergy score measuring deviation from expected non-interaction effect. (1) Drug 1: C1=CN(C=N1)CC(O)(P(=O)(O)O)P(=O)(O)O. Drug 2: C(=O)(N)NO. Cell line: HOP-62. Synergy scores: CSS=-2.55, Synergy_ZIP=2.02, Synergy_Bliss=2.38, Synergy_Loewe=1.54, Synergy_HSA=-1.34. (2) Drug 1: COC1=C2C(=CC3=C1OC=C3)C=CC(=O)O2. Drug 2: C1C(C(OC1N2C=NC(=NC2=O)N)CO)O. Cell line: SK-MEL-28. Synergy scores: CSS=-4.74, Synergy_ZIP=3.89, Synergy_Bliss=3.71, Synergy_Loewe=-4.08, Synergy_HSA=-1.76.